This data is from Full USPTO retrosynthesis dataset with 1.9M reactions from patents (1976-2016). The task is: Predict the reactants needed to synthesize the given product. (1) Given the product [CH3:21][O:22][NH:23][C:24]([C:26]1[C:27](=[O:60])[C:28]2[CH:33]=[N:32][C:31]([NH:34][C:35]3[CH:40]=[CH:39][C:38]([CH2:41][CH2:42][N:43]4[CH2:44][CH2:45][N:46]([C:6](=[O:11])[C:7]([F:8])([F:9])[F:10])[CH2:47][CH2:48]4)=[CH:37][CH:36]=3)=[N:30][C:29]=2[N:49]([C:51]2[CH:52]=[C:53]3[C:57](=[CH:58][CH:59]=2)[CH2:56][CH2:55][CH2:54]3)[CH:50]=1)=[O:25], predict the reactants needed to synthesize it. The reactants are: [F:8][C:7]([F:10])([F:9])[C:6](O[C:6](=[O:11])[C:7]([F:10])([F:9])[F:8])=[O:11].C(N(CC)CC)C.[CH3:21][O:22][NH:23][C:24]([C:26]1[C:27](=[O:60])[C:28]2[CH:33]=[N:32][C:31]([NH:34][C:35]3[CH:40]=[CH:39][C:38]([CH2:41][CH2:42][N:43]4[CH2:48][CH2:47][NH:46][CH2:45][CH2:44]4)=[CH:37][CH:36]=3)=[N:30][C:29]=2[N:49]([C:51]2[CH:52]=[C:53]3[C:57](=[CH:58][CH:59]=2)[CH2:56][CH2:55][CH2:54]3)[CH:50]=1)=[O:25]. (2) Given the product [O:17]=[C:11]1[C:10]2[CH:18]=[CH:19][CH:20]=[CH:21][C:9]=2[C:8]2[C:13](=[N:14][CH:15]=[CH:16][C:7]=2[O:6][C:5]2[CH:22]=[CH:23][C:2]([NH:1][C:33]([C:30]3[C:29](=[O:36])[N:28]([C:37]4[CH:38]=[CH:39][CH:40]=[CH:41][CH:42]=4)[N:27]([CH2:26][C:25]([OH:24])([CH3:44])[CH3:43])[C:31]=3[CH3:32])=[O:34])=[CH:3][CH:4]=2)[NH:12]1, predict the reactants needed to synthesize it. The reactants are: [NH2:1][C:2]1[CH:23]=[CH:22][C:5]([O:6][C:7]2[CH:16]=[CH:15][N:14]=[C:13]3[C:8]=2[C:9]2[CH:21]=[CH:20][CH:19]=[CH:18][C:10]=2[C:11](=[O:17])[NH:12]3)=[CH:4][CH:3]=1.[OH:24][C:25]([CH3:44])([CH3:43])[CH2:26][N:27]1[C:31]([CH3:32])=[C:30]([C:33](O)=[O:34])[C:29](=[O:36])[N:28]1[C:37]1[CH:42]=[CH:41][CH:40]=[CH:39][CH:38]=1.C1N(P(Cl)(N2C(=O)OCC2)=O)C(=O)OC1.CCN(C(C)C)C(C)C. (3) Given the product [Cl:1][C:2]([Cl:9])([Cl:8])[CH2:3][O:4][C:5](=[O:6])[NH:31][C:16]1[N:17]([C:19]2[CH:24]=[CH:23][CH:22]=[C:21]([N:25]3[CH2:30][CH2:29][O:28][CH2:27][CH2:26]3)[CH:20]=2)[N:18]=[C:14]([C:10]([CH3:11])([CH3:12])[CH3:13])[CH:15]=1, predict the reactants needed to synthesize it. The reactants are: [Cl:1][C:2]([Cl:9])([Cl:8])[CH2:3][O:4][C:5](Cl)=[O:6].[C:10]([C:14]1[CH:15]=[C:16]([NH2:31])[N:17]([C:19]2[CH:24]=[CH:23][CH:22]=[C:21]([N:25]3[CH2:30][CH2:29][O:28][CH2:27][CH2:26]3)[CH:20]=2)[N:18]=1)([CH3:13])([CH3:12])[CH3:11].CCN(C(C)C)C(C)C. (4) Given the product [Cl:1][C:2]1[CH:3]=[C:4]([CH:7]=[CH:8][C:9]=1[Cl:10])[CH2:5][NH:6][C:18]1[CH:19]=[N:20][CH:21]=[CH:12][C:13]=1[C:14]([O:16][CH3:17])=[O:15], predict the reactants needed to synthesize it. The reactants are: [Cl:1][C:2]1[CH:3]=[C:4]([CH:7]=[CH:8][C:9]=1[Cl:10])[CH2:5][NH2:6].Br[C:12]1[CH:21]=[N:20][CH:19]=[CH:18][C:13]=1[C:14]([O:16][CH3:17])=[O:15]. (5) Given the product [C:1]([N:4]1[CH2:5][CH2:6][C:7]([CH2:14][N:15]2[CH2:20][CH2:19][N:18]([S:21]([C:24]3[CH2:25][O:26][C:27]4[CH:34]=[C:33]([Cl:35])[CH:32]=[CH:31][C:28]=4[CH:29]=3)(=[O:22])=[O:23])[CH2:17][C:16]2=[O:36])([C:10]([O:12][CH3:13])=[O:11])[CH2:8][CH2:9]1)(=[O:3])[CH3:2], predict the reactants needed to synthesize it. The reactants are: [C:1]([N:4]1[CH2:9][CH2:8][C:7]([CH2:14][N:15]2[CH2:20][CH2:19][N:18]([S:21]([C:24]3[C:29](=O)[C:28]4[CH:31]=[CH:32][C:33]([Cl:35])=[CH:34][C:27]=4[O:26][CH:25]=3)(=[O:23])=[O:22])[CH2:17][C:16]2=[O:36])([C:10]([O:12][CH3:13])=[O:11])[CH2:6][CH2:5]1)(=[O:3])[CH3:2].[BH4-].[Na+]. (6) Given the product [BrH:17].[F:8][C:9]1[CH:14]=[CH:13][C:12]([C:15](=[O:18])[CH2:16][N:6]2[CH2:5][CH2:4][NH:3][C@@H:2]([CH3:1])[CH2:7]2)=[CH:11][CH:10]=1, predict the reactants needed to synthesize it. The reactants are: [CH3:1][C@H:2]1[CH2:7][NH:6][CH2:5][CH2:4][NH:3]1.[F:8][C:9]1[CH:14]=[CH:13][C:12]([C:15](=[O:18])[CH2:16][Br:17])=[CH:11][CH:10]=1. (7) Given the product [NH2:23][C:22]1[N:24]=[CH:15][C:11]2[C:10](=[O:19])[CH2:9][CH:8]([C:5]3[CH:6]=[CH:7][C:2]([Cl:1])=[CH:3][CH:4]=3)[CH2:13][C:12]=2[N:21]=1, predict the reactants needed to synthesize it. The reactants are: [Cl:1][C:2]1[CH:7]=[CH:6][C:5]([CH:8]2[CH2:13][C:12](=O)[C:11](=[CH:15]N(C)C)[C:10](=[O:19])[CH2:9]2)=[CH:4][CH:3]=1.Cl.[NH2:21][C:22]([NH2:24])=[NH:23].C(=O)([O-])[O-].[Na+].[Na+].O. (8) The reactants are: [C:1]([C:4]1[CH:9]=[CH:8][C:7]([O:10][CH2:11][CH2:12][C:13]([OH:15])=O)=[CH:6][CH:5]=1)(=[O:3])[CH3:2].Cl.Cl.[NH2:18][CH:19]1[CH2:24][CH2:23][N:22]([CH2:25][C:26]2[CH:31]=[CH:30][C:29]([Cl:32])=[C:28]([Cl:33])[CH:27]=2)[CH2:21][CH2:20]1.CCN=C=NCCCN(C)C.Cl.C1C=CC2N(O)N=NC=2C=1. Given the product [C:1]([C:4]1[CH:5]=[CH:6][C:7]([O:10][CH2:11][CH2:12][C:13]([NH:18][CH:19]2[CH2:24][CH2:23][N:22]([CH2:25][C:26]3[CH:31]=[CH:30][C:29]([Cl:32])=[C:28]([Cl:33])[CH:27]=3)[CH2:21][CH2:20]2)=[O:15])=[CH:8][CH:9]=1)(=[O:3])[CH3:2], predict the reactants needed to synthesize it.